From a dataset of Catalyst prediction with 721,799 reactions and 888 catalyst types from USPTO. Predict which catalyst facilitates the given reaction. (1) Reactant: [C:1]([CH2:3][CH2:4][CH2:5][CH2:6][N:7]([CH2:20][CH2:21][CH2:22][CH2:23][C:24]#[N:25])[S:8]([C:11]1[C:16]([CH3:17])=[CH:15][C:14]([CH3:18])=[CH:13][C:12]=1[CH3:19])(=[O:10])=[O:9])#[N:2].N.[H][H].[NH4+].[OH-:30]. Product: [NH4+:2].[OH-:9].[CH3:23][CH2:24][OH:30].[C:12]1([CH3:19])[CH:13]=[C:14]([CH3:18])[CH:15]=[C:16]([CH3:17])[C:11]=1[S:8]([N:7]([CH2:20][CH2:21][CH2:22][CH2:23][CH2:24][NH2:25])[CH2:6][CH2:5][CH2:4][CH2:3][CH2:1][NH2:2])(=[O:9])=[O:10]. The catalyst class is: 227. (2) Reactant: Cl.[NH2:2][C@H:3]([C:5]1[C:6](=[O:16])[NH:7][C:8]2[C:13]([CH:14]=1)=[CH:12][C:11]([Cl:15])=[CH:10][CH:9]=2)[CH3:4].Cl[C:18]1[CH:25]=[C:24]([CH3:26])[C:21]([C:22]#[N:23])=[CH:20][N:19]=1.C(N(CC)C(C)C)(C)C. Product: [Cl:15][C:11]1[CH:12]=[C:13]2[C:8](=[CH:9][CH:10]=1)[NH:7][C:6](=[O:16])[C:5]([C@@H:3]([NH:2][C:18]1[CH:25]=[C:24]([CH3:26])[C:21]([C:22]#[N:23])=[CH:20][N:19]=1)[CH3:4])=[CH:14]2. The catalyst class is: 14. (3) Reactant: [CH2:1]([N:3]([CH2:44][CH3:45])[C:4]1[N:9]=[C:8]([NH:10][CH:11]([CH2:19][C:20]2[CH:25]=[CH:24][C:23]([O:26][C:27](=[O:31])[N:28]([CH3:30])[CH3:29])=[CH:22][CH:21]=2)[C:12]([O:14]C(C)(C)C)=[O:13])[C:7]([NH:32][CH2:33][S:34]([C:37]2[CH:42]=[CH:41][C:40]([F:43])=[CH:39][CH:38]=2)(=[O:36])=[O:35])=[CH:6][N:5]=1)[CH3:2].[ClH:46]. Product: [ClH:46].[CH2:44]([N:3]([CH2:1][CH3:2])[C:4]1[N:9]=[C:8]([NH:10][CH:11]([CH2:19][C:20]2[CH:25]=[CH:24][C:23]([O:26][C:27](=[O:31])[N:28]([CH3:29])[CH3:30])=[CH:22][CH:21]=2)[C:12]([OH:14])=[O:13])[C:7]([NH:32][CH2:33][S:34]([C:37]2[CH:42]=[CH:41][C:40]([F:43])=[CH:39][CH:38]=2)(=[O:35])=[O:36])=[CH:6][N:5]=1)[CH3:45]. The catalyst class is: 106. (4) Reactant: [OH-:1].[Na+].C([O:5][C:6](=[O:44])[C@H:7]([CH2:40][CH:41]([CH3:43])[CH3:42])[NH:8][C:9](=[O:39])[CH2:10][C@H:11]1O[C@H:16]([C:18]2[CH:23]=[CH:22][CH:21]=[C:20]([O:24][CH3:25])[C:19]=2[O:26][CH3:27])[C:15]2[CH:28]=[C:29]([Cl:32])[CH:30]=[CH:31][C:14]=2[N:13]([CH2:33][C:34]([CH3:38])([CH3:37])[CH2:35][OH:36])[CH2:12]1)C.[O:45]1CCCC1. Product: [Cl:32][C:29]1[CH:30]=[CH:31][C:14]2[N:13]([CH2:33][C:34]([CH3:38])([CH3:37])[CH2:35][OH:36])[C:12](=[O:45])[C@@H:11]([CH2:10][C:9]([NH:8][C@H:7]([C:6]([OH:5])=[O:44])[CH2:40][CH:41]([CH3:42])[CH3:43])=[O:39])[O:1][C@H:16]([C:18]3[CH:23]=[CH:22][CH:21]=[C:20]([O:24][CH3:25])[C:19]=3[O:26][CH3:27])[C:15]=2[CH:28]=1. The catalyst class is: 5. (5) Reactant: [F:1][C:2]1[CH:7]=[CH:6][CH:5]=[C:4]([F:8])[C:3]=1[N:9]1[C:14]2[N:15]=[C:16]([N:29]3[CH2:34][CH2:33][CH:32]([N:35]4[CH2:40][CH2:39][CH:38]([CH3:41])[CH2:37][CH2:36]4)[CH2:31][CH2:30]3)[N:17]=[C:18]([C:19]3[CH:20]=[C:21]([CH:25]=[CH:26][C:27]=3[CH3:28])[C:22]([OH:24])=O)[C:13]=2[CH:12]=[CH:11][C:10]1=[O:42].[CH3:43][N:44](C(ON1N=NC2C=CC=CC1=2)=[N+](C)C)C.F[P-](F)(F)(F)(F)F.C(N(CC)CC)C.CN. Product: [F:8][C:4]1[CH:5]=[CH:6][CH:7]=[C:2]([F:1])[C:3]=1[N:9]1[C:14]2[N:15]=[C:16]([N:29]3[CH2:34][CH2:33][CH:32]([N:35]4[CH2:36][CH2:37][CH:38]([CH3:41])[CH2:39][CH2:40]4)[CH2:31][CH2:30]3)[N:17]=[C:18]([C:19]3[CH:20]=[C:21]([CH:25]=[CH:26][C:27]=3[CH3:28])[C:22]([NH:44][CH3:43])=[O:24])[C:13]=2[CH:12]=[CH:11][C:10]1=[O:42]. The catalyst class is: 198. (6) Reactant: C(N(CC)CC)C.Cl[Si:9]([CH2:14][CH3:15])([CH2:12][CH3:13])[CH2:10][CH3:11].ClCCl.[C:19]([O:22][C@@H:23]1[C@@:34]([OH:36])([CH3:35])[CH2:33][CH2:32][C@@H:31]([OH:37])[CH2:30][C:29](=[O:38])[O:28][C@H:27](/[C:39](/[CH3:43])=[CH:40]/[CH:41]=[CH2:42])[C@@H:26]([CH3:44])[CH:25]=[CH:24]1)(=[O:21])[CH3:20]. Product: [C:19]([O:22][C@@H:23]1[C@@:34]([OH:36])([CH3:35])[CH2:33][CH2:32][C@@H:31]([O:37][Si:9]([CH2:14][CH3:15])([CH2:12][CH3:13])[CH2:10][CH3:11])[CH2:30][C:29](=[O:38])[O:28][C@H:27](/[C:39](/[CH3:43])=[CH:40]/[CH:41]=[CH2:42])[C@@H:26]([CH3:44])[CH:25]=[CH:24]1)(=[O:21])[CH3:20]. The catalyst class is: 768. (7) Reactant: Cl[C:2]1[N:7]=[CH:6][C:5]([Br:8])=[CH:4][N:3]=1.[NH2:9][C:10]1[CH:15]=[CH:14][CH:13]=[CH:12][CH:11]=1. Product: [Br:8][C:5]1[CH:4]=[N:3][C:2]([NH:9][C:10]2[CH:15]=[CH:14][CH:13]=[CH:12][CH:11]=2)=[N:7][CH:6]=1. The catalyst class is: 51. (8) Reactant: [CH:1]1[CH:5]=[C:4]([CH:6]=O)[O:3][CH:2]=1.C(O)(=O)[CH2:9][C:10]([OH:12])=[O:11].N1CCCCC1.Cl. Product: [O:3]1[CH:2]=[CH:1][CH:5]=[C:4]1[CH:6]=[CH:9][C:10]([OH:12])=[O:11]. The catalyst class is: 228. (9) Reactant: [Cl:1][C:2]1[CH:10]=[C:9]([F:11])[CH:8]=[CH:7][C:3]=1[C:4]([OH:6])=O.C1CN([P+](ON2N=NC3C=CC=CC2=3)(N2CCCC2)N2CCCC2)CC1.F[P-](F)(F)(F)(F)F.CCN(C(C)C)C(C)C.[NH2:54][CH2:55][CH2:56][N:57]1[C:61]2=[N:62][CH:63]=[N:64][C:65]([NH2:66])=[C:60]2[C:59]([I:67])=[N:58]1. Product: [NH2:66][C:65]1[N:64]=[CH:63][N:62]=[C:61]2[N:57]([CH2:56][CH2:55][NH:54][C:4](=[O:6])[C:3]3[CH:7]=[CH:8][C:9]([F:11])=[CH:10][C:2]=3[Cl:1])[N:58]=[C:59]([I:67])[C:60]=12. The catalyst class is: 18.